Dataset: Forward reaction prediction with 1.9M reactions from USPTO patents (1976-2016). Task: Predict the product of the given reaction. (1) Given the reactants [C:1]1([S:7]([N:10]2[C:14]3=[N:15][CH:16]=[C:17]([O:19][CH3:20])[CH:18]=[C:13]3[CH:12]=[CH:11]2)(=[O:9])=[O:8])[CH:6]=[CH:5][CH:4]=[CH:3][CH:2]=1.C([N-]C(C)C)(C)C.[Li+].C([Li])CCC.CCCCCC.C(NC(C)C)(C)C.[O:47]1[CH2:51][CH2:50][CH2:49][CH:48]1[CH2:52][CH:53]=[O:54], predict the reaction product. The product is: [C:1]1([S:7]([N:10]2[C:14]3=[N:15][CH:16]=[C:17]([O:19][CH3:20])[CH:18]=[C:13]3[CH:12]=[C:11]2[CH:53]([OH:54])[CH2:52][CH:48]2[CH2:49][CH2:50][CH2:51][O:47]2)(=[O:8])=[O:9])[CH:6]=[CH:5][CH:4]=[CH:3][CH:2]=1. (2) Given the reactants [F:1][C:2]1[CH:3]=[C:4]2[C:10]([C:11]3[CH:12]=[C:13]([NH:17][CH:18]([CH:27]([CH3:29])[CH3:28])[C:19]([NH:21][CH2:22][C:23]([F:26])([F:25])[F:24])=[O:20])[CH:14]=[N:15][CH:16]=3)=[CH:9][N:8](COCC[Si](C)(C)C)[C:5]2=[N:6][CH:7]=1.C(O)(C(F)(F)F)=O.C(N)CN.[OH-].[Na+], predict the reaction product. The product is: [F:1][C:2]1[CH:3]=[C:4]2[C:10]([C:11]3[CH:12]=[C:13]([NH:17][CH:18]([CH:27]([CH3:29])[CH3:28])[C:19]([NH:21][CH2:22][C:23]([F:24])([F:25])[F:26])=[O:20])[CH:14]=[N:15][CH:16]=3)=[CH:9][NH:8][C:5]2=[N:6][CH:7]=1. (3) The product is: [CH3:25][O:24][C:20]1[CH:19]=[C:18]2[C:23](=[CH:22][CH:21]=1)[N:15]([C:12]1[CH:13]=[CH:14][C:9]([OH:8])=[CH:10][CH:11]=1)[C:16]([CH2:26][O:27][CH3:28])=[CH:17]2. Given the reactants C([O:8][C:9]1[CH:14]=[CH:13][C:12]([N:15]2[C:23]3[C:18](=[CH:19][C:20]([O:24][CH3:25])=[CH:21][CH:22]=3)[CH:17]=[C:16]2[CH2:26][O:27][CH3:28])=[CH:11][CH:10]=1)C1C=CC=CC=1.C([O-])=O.[NH4+], predict the reaction product. (4) Given the reactants [NH2:1][C:2]1[CH:9]=[CH:8][CH:7]=[CH:6][C:3]=1[CH2:4][NH2:5].C([O:14][C:15]([C:17]1[CH:22]=[CH:21][CH:20]=[CH:19][C:18]=1[C:23]1[CH:28]=[CH:27][C:26]([CH2:29][N:30]2[C:38]3[C:33](=[CH:34][C:35]([C:39](O)=[O:40])=[CH:36][CH:37]=3)[C:32]([CH3:42])=[C:31]2[CH3:43])=[CH:25][CH:24]=1)=[O:16])(C)(C)C, predict the reaction product. The product is: [NH2:1][C:2]1[CH:9]=[CH:8][CH:7]=[CH:6][C:3]=1[CH2:4][NH:5][C:39]([C:35]1[CH:34]=[C:33]2[C:38](=[CH:37][CH:36]=1)[N:30]([CH2:29][C:26]1[CH:25]=[CH:24][C:23]([C:18]3[C:17]([C:15]([OH:16])=[O:14])=[CH:22][CH:21]=[CH:20][CH:19]=3)=[CH:28][CH:27]=1)[C:31]([CH3:43])=[C:32]2[CH3:42])=[O:40]. (5) Given the reactants [CH:1](=[O:5])[CH2:2][CH2:3][CH3:4].[OH:6][CH2:7][CH:8]([CH2:10][OH:11])[OH:9], predict the reaction product. The product is: [CH:1](=[O:5])[CH2:2][CH2:3][CH3:4].[OH:6][CH2:7][CH:8]([CH2:10][OH:11])[OH:9].